Regression. Given a peptide amino acid sequence and an MHC pseudo amino acid sequence, predict their binding affinity value. This is MHC class I binding data. From a dataset of Peptide-MHC class I binding affinity with 185,985 pairs from IEDB/IMGT. (1) The peptide sequence is YMIKLAKEV. The MHC is HLA-B15:01 with pseudo-sequence HLA-B15:01. The binding affinity (normalized) is 0.456. (2) The peptide sequence is VIPVYQVNN. The MHC is HLA-A02:01 with pseudo-sequence HLA-A02:01. The binding affinity (normalized) is 0.